Task: Regression. Given two drug SMILES strings and cell line genomic features, predict the synergy score measuring deviation from expected non-interaction effect.. Dataset: NCI-60 drug combinations with 297,098 pairs across 59 cell lines Drug 1: CC1=C2C(C(=O)C3(C(CC4C(C3C(C(C2(C)C)(CC1OC(=O)C(C(C5=CC=CC=C5)NC(=O)OC(C)(C)C)O)O)OC(=O)C6=CC=CC=C6)(CO4)OC(=O)C)O)C)O. Drug 2: C1=CC=C(C(=C1)C(C2=CC=C(C=C2)Cl)C(Cl)Cl)Cl. Cell line: SN12C. Synergy scores: CSS=-4.27, Synergy_ZIP=3.13, Synergy_Bliss=0.436, Synergy_Loewe=-3.05, Synergy_HSA=-4.40.